From a dataset of Catalyst prediction with 721,799 reactions and 888 catalyst types from USPTO. Predict which catalyst facilitates the given reaction. (1) Reactant: C([O:5][C:6]1[CH:7]=[C:8]([CH2:12][CH2:13][S:14][C:15]2[CH:24]=[CH:23][CH:22]=[CH:21][C:16]=2[C:17]([O:19][CH3:20])=[O:18])[CH:9]=[CH:10][CH:11]=1)(C)(C)C.FC(F)(F)C(O)=O. Product: [OH:5][C:6]1[CH:7]=[C:8]([CH2:12][CH2:13][S:14][C:15]2[CH:24]=[CH:23][CH:22]=[CH:21][C:16]=2[C:17]([O:19][CH3:20])=[O:18])[CH:9]=[CH:10][CH:11]=1. The catalyst class is: 2. (2) The catalyst class is: 12. Product: [NH2:1][C:2]1[CH:9]=[CH:8][CH:7]=[C:6]([C:17]2[CH:16]=[CH:15][CH:14]=[C:13]([O:12][CH3:11])[CH:18]=2)[C:3]=1[C:4]#[N:5]. Reactant: [NH2:1][C:2]1[CH:9]=[CH:8][CH:7]=[C:6](Br)[C:3]=1[C:4]#[N:5].[CH3:11][O:12][C:13]1[CH:14]=[C:15](B(O)O)[CH:16]=[CH:17][CH:18]=1.C(=O)([O-])[O-].[K+].[K+]. (3) Reactant: CCN(C(C)C)C(C)C.O.NN.[NH2:13][C:14]1[C:15]2[C:22]([C:23]#[C:24][C:25]3[CH:30]=[C:29]([O:31][CH3:32])[CH:28]=[C:27]([O:33][CH3:34])[CH:26]=3)=[CH:21][N:20]([C@@H:35]3[CH2:39][N:38]([C:40]([O:42][C:43]([CH3:46])([CH3:45])[CH3:44])=[O:41])[C@H:37]([C:47](O)=[O:48])[CH2:36]3)[C:16]=2[N:17]=[CH:18][N:19]=1.CN(C(O[N:58]1[N:66]=NC2C=CC=CC1=2)=[N+](C)C)C.[B-](F)(F)(F)F. Product: [NH2:13][C:14]1[C:15]2[C:22]([C:23]#[C:24][C:25]3[CH:30]=[C:29]([O:31][CH3:32])[CH:28]=[C:27]([O:33][CH3:34])[CH:26]=3)=[CH:21][N:20]([C@@H:35]3[CH2:39][N:38]([C:40]([O:42][C:43]([CH3:44])([CH3:46])[CH3:45])=[O:41])[C@H:37]([C:47]([NH:58][NH2:66])=[O:48])[CH2:36]3)[C:16]=2[N:17]=[CH:18][N:19]=1. The catalyst class is: 384. (4) Reactant: CC1(C)C2C(=C(P(C3C=CC=CC=3)C3C=CC=CC=3)C=CC=2)OC2C(P(C3C=CC=CC=3)C3C=CC=CC=3)=CC=CC1=2.[CH2:43]([N:50]1[CH2:55][CH2:54][C:53]2([C:63]3[C:58](=[CH:59][CH:60]=[CH:61][C:62]=3[CH2:64][NH:65][C:66](=[O:72])[O:67][C:68]([CH3:71])([CH3:70])[CH3:69])[NH:57][CH2:56]2)[CH2:52][CH2:51]1)[C:44]1[CH:49]=[CH:48][CH:47]=[CH:46][CH:45]=1.Cl[C:74]1[C:75]2[CH:82]([CH:83]([CH3:85])[CH3:84])[CH2:81][CH2:80][C:76]=2[N:77]=[CH:78][N:79]=1.C([O-])([O-])=O.[Cs+].[Cs+]. Product: [CH2:43]([N:50]1[CH2:55][CH2:54][C:53]2([C:63]3[C:58](=[CH:59][CH:60]=[CH:61][C:62]=3[CH2:64][NH:65][C:66](=[O:72])[O:67][C:68]([CH3:69])([CH3:71])[CH3:70])[N:57]([C:74]3[C:75]4[CH:82]([CH:83]([CH3:85])[CH3:84])[CH2:81][CH2:80][C:76]=4[N:77]=[CH:78][N:79]=3)[CH2:56]2)[CH2:52][CH2:51]1)[C:44]1[CH:45]=[CH:46][CH:47]=[CH:48][CH:49]=1. The catalyst class is: 187. (5) Reactant: [SH2:1].O=[C:3]1[CH2:8][CH2:7][N:6]([C:9]([O:11][C:12]([CH3:15])([CH3:14])[CH3:13])=[O:10])[CH2:5][CH2:4]1. Product: [S:1]=[C:3]1[CH2:8][CH2:7][N:6]([C:9]([O:11][C:12]([CH3:15])([CH3:14])[CH3:13])=[O:10])[CH2:5][CH2:4]1. The catalyst class is: 32. (6) Reactant: C(OC(=O)[NH:7][C:8]1[CH:13]=[CH:12][C:11]([NH:14][C:15]2[N:24]=[C:23]3[C:18]([C:19](=[O:35])[N:20]([C:28]4[CH:33]=[CH:32][CH:31]=[CH:30][C:29]=4[Cl:34])[C:21]4[N:22]3[CH:25]=[CH:26][N:27]=4)=[CH:17][N:16]=2)=[CH:10][CH:9]=1)(C)(C)C.[F:37][C:38]([F:43])([F:42])[C:39]([OH:41])=[O:40]. Product: [NH2:7][C:8]1[CH:13]=[CH:12][C:11]([NH:14][C:15]2[N:16]=[CH:17][C:18]3[C:19](=[O:35])[N:20]([C:28]4[CH:33]=[CH:32][CH:31]=[CH:30][C:29]=4[Cl:34])[C:21]4[N:22]([CH:25]=[CH:26][N:27]=4)[C:23]=3[N:24]=2)=[CH:10][CH:9]=1.[F:37][C:38]([F:43])([F:42])[C:39]([OH:41])=[O:40]. The catalyst class is: 2.